This data is from Catalyst prediction with 721,799 reactions and 888 catalyst types from USPTO. The task is: Predict which catalyst facilitates the given reaction. (1) Reactant: [NH2:1][C:2]1[N:3]([CH3:22])[C:4](=[O:21])[C@:5]2([N:20]=1)[C:14]1[CH:13]=[C:12](Br)[CH:11]=[CH:10][C:9]=1[O:8][C@H:7]1[CH2:16][CH2:17][CH2:18][O:19][C@H:6]21.[Cl:23][C:24]1[CH:25]=[C:26](B(O)O)[CH:27]=[C:28]([F:30])[CH:29]=1.C(=O)([O-])[O-].[K+].[K+]. Product: [NH2:1][C:2]1[N:3]([CH3:22])[C:4](=[O:21])[C@:5]2([N:20]=1)[C:14]1[CH:13]=[C:12]([C:26]3[CH:27]=[C:28]([F:30])[CH:29]=[C:24]([Cl:23])[CH:25]=3)[CH:11]=[CH:10][C:9]=1[O:8][C@H:7]1[CH2:16][CH2:17][CH2:18][O:19][C@H:6]21. The catalyst class is: 77. (2) Reactant: [Br:1][C:2]1[CH:3]=[C:4]2[C:11]3([N:15]=[C:14]([CH3:16])[C:13](=S)[NH:12]3)[CH2:10][CH2:9][O:8][C:5]2=[CH:6][CH:7]=1.[NH3:18]. Product: [Br:1][C:2]1[CH:3]=[C:4]2[C:11]3([N:12]=[C:13]([NH2:18])[C:14]([CH3:16])=[N:15]3)[CH2:10][CH2:9][O:8][C:5]2=[CH:6][CH:7]=1. The catalyst class is: 5. (3) Reactant: [CH3:1][C:2]1([C:9]2[CH:14]=[CH:13][CH:12]=[CH:11][CH:10]=2)[CH2:7][CH2:6][C:5]([CH3:8])=[N:4][CH2:3]1.[F:15][C:16]1[CH:21]=[CH:20][C:19]([C:22]2([CH3:29])[CH2:27][CH2:26][C:25]([CH3:28])=[N:24][CH2:23]2)=[CH:18][CH:17]=1.[CH3:30][C:31](=[O:34])[CH:32]=[CH2:33].C(O)(=O)C. Product: [CH3:1][C:2]1([C:9]2[CH:10]=[CH:11][CH:12]=[CH:13][CH:14]=2)[CH2:7][CH2:6][C:5]2([CH3:8])[N:4]([CH2:33][CH2:32][C:31](=[O:34])[CH2:30]2)[CH2:3]1.[F:15][C:16]1[CH:17]=[CH:18][C:19]([C:22]2([CH3:29])[CH2:27][CH2:26][C:25]3([CH3:28])[N:24]([CH2:33][CH2:32][C:31](=[O:34])[CH2:30]3)[CH2:23]2)=[CH:20][CH:21]=1. The catalyst class is: 11. (4) Reactant: [CH3:1][CH:2]([NH:4][C:5]([CH3:10])([CH:7]([CH3:9])[CH3:8])[CH3:6])[CH3:3].[ClH:11]. Product: [ClH:11].[CH3:1][CH:2]([NH:4][C:5]([CH3:10])([CH:7]([CH3:9])[CH3:8])[CH3:6])[CH3:3]. The catalyst class is: 8. (5) Reactant: [C:1]([NH:5][C:6]1[C:11]([C:12]2[N:16]([C:17]3[CH:22]=[CH:21][C:20]([CH:23]4[CH2:25][CH2:24]4)=[C:19]([F:26])[C:18]=3[F:27])[N:15]=[N:14][N:13]=2)=[CH:10][CH:9]=[CH:8][N:7]=1)([CH3:4])([CH3:3])[CH3:2].[Br:28]N1C(=O)CCC1=O. Product: [C:1]([NH:5][C:6]1[C:11]([C:12]2[N:16]([C:17]3[CH:22]=[CH:21][C:20]([CH:23]4[CH2:25][CH2:24]4)=[C:19]([F:26])[C:18]=3[F:27])[N:15]=[N:14][N:13]=2)=[CH:10][C:9]([Br:28])=[CH:8][N:7]=1)([CH3:4])([CH3:2])[CH3:3]. The catalyst class is: 10. (6) Reactant: [F:1][CH2:2][CH2:3][CH2:4][O:5][C:6]1[CH:14]=[C:13]2[C:9]([CH2:10][C:11]3([CH2:20][CH2:19][C:18](=[O:21])[CH2:17][CH2:16]3)[C:12]2=[O:15])=[CH:8][CH:7]=1.Cl.[Na+].[Cl-]. Product: [F:1][CH2:2][CH2:3][CH2:4][O:5][C:6]1[CH:14]=[C:13]2[C:9]([CH2:10][C:11]3([CH2:16][CH2:17][CH:18]([OH:21])[CH2:19][CH2:20]3)[C:12]2=[O:15])=[CH:8][CH:7]=1. The catalyst class is: 4.